This data is from Forward reaction prediction with 1.9M reactions from USPTO patents (1976-2016). The task is: Predict the product of the given reaction. (1) Given the reactants [CH3:1][O:2][C:3]([C:5]1[S:17][C:8]2[C:9]3[CH:10]=[CH:11][CH:12]=[C:13]([NH2:16])[C:14]=3[S:15][C:7]=2[C:6]=1[O:18][CH2:19][C:20]([O:22][CH2:23][CH3:24])=[O:21])=[O:4].[C:25]1(=O)[CH2:30][CH2:29][CH2:28][CH2:27][CH2:26]1.CC(O)=O, predict the reaction product. The product is: [CH3:1][O:2][C:3]([C:5]1[S:17][C:8]2[C:9]3[CH:10]=[CH:11][CH:12]=[C:13]([NH:16][CH:25]4[CH2:30][CH2:29][CH2:28][CH2:27][CH2:26]4)[C:14]=3[S:15][C:7]=2[C:6]=1[O:18][CH2:19][C:20]([O:22][CH2:23][CH3:24])=[O:21])=[O:4]. (2) Given the reactants [OH:1]/[N:2]=[C:3](/[C:22]1[CH:27]=[CH:26][N:25]=[C:24]([CH3:28])[CH:23]=1)\[CH2:4][C@H:5]([C:13]1[CH:21]=[CH:20][C:16]([C:17](O)=[O:18])=[CH:15][CH:14]=1)[C:6]1[CH:11]=[CH:10][CH:9]=[CH:8][C:7]=1[CH3:12].[NH2:29][CH2:30][C@@H:31]([OH:33])[CH3:32].F[P-](F)(F)(F)(F)F.N1(O[P+](N(C)C)(N(C)C)N(C)C)C2C=CC=CC=2N=N1, predict the reaction product. The product is: [OH:1]/[N:2]=[C:3](/[C:22]1[CH:27]=[CH:26][N:25]=[C:24]([CH3:28])[CH:23]=1)\[CH2:4][C@H:5]([C:13]1[CH:14]=[CH:15][C:16]([C:17]([NH:29][CH2:30][C@@H:31]([OH:33])[CH3:32])=[O:18])=[CH:20][CH:21]=1)[C:6]1[CH:11]=[CH:10][CH:9]=[CH:8][C:7]=1[CH3:12]. (3) Given the reactants [H-].[Na+].Cl[CH2:4][CH2:5][CH2:6][C:7]([NH:9][C@H:10]1[CH2:15][CH2:14][C@H:13]([C:16]([O:18][CH3:19])=[O:17])[CH2:12][CH2:11]1)=[O:8].[Cl-].[NH4+], predict the reaction product. The product is: [O:8]=[C:7]1[CH2:6][CH2:5][CH2:4][N:9]1[C@H:10]1[CH2:15][CH2:14][C@H:13]([C:16]([O:18][CH3:19])=[O:17])[CH2:12][CH2:11]1. (4) Given the reactants [CH3:1][C:2]1[C:10]2[CH2:9][O:8][C:7](=[O:11])[C:6]=2[CH:5]=[CH:4][C:3]=1[C:12](=[O:27])[CH2:13][CH:14]1[CH2:19][CH2:18][N:17]([C:20]([O:22][C:23]([CH3:26])([CH3:25])[CH3:24])=[O:21])[CH2:16][CH2:15]1.[BH4-].[Na+], predict the reaction product. The product is: [OH:27][CH:12]([C:3]1[CH:4]=[CH:5][C:6]2[C:7](=[O:11])[O:8][CH2:9][C:10]=2[C:2]=1[CH3:1])[CH2:13][CH:14]1[CH2:15][CH2:16][N:17]([C:20]([O:22][C:23]([CH3:26])([CH3:25])[CH3:24])=[O:21])[CH2:18][CH2:19]1.